Dataset: Catalyst prediction with 721,799 reactions and 888 catalyst types from USPTO. Task: Predict which catalyst facilitates the given reaction. (1) The catalyst class is: 102. Product: [Cl:15][C:13]1[CH:14]=[C:9]([NH:7][C:4]2[CH:3]=[C:2]([CH3:1])[O:6][N:5]=2)[C:10](=[O:17])[N:11]([CH3:16])[N:12]=1. Reactant: [CH3:1][C:2]1[O:6][N:5]=[C:4]([NH2:7])[CH:3]=1.Br[C:9]1[C:10](=[O:17])[N:11]([CH3:16])[N:12]=[C:13]([Cl:15])[CH:14]=1.CC1(C)C2C(=C(P(C3C=CC=CC=3)C3C=CC=CC=3)C=CC=2)OC2C(P(C3C=CC=CC=3)C3C=CC=CC=3)=CC=CC1=2.C(=O)([O-])[O-].[Cs+].[Cs+]. (2) Reactant: C([O-])([O-])=O.[Cs+].[Cs+].O.[CH3:8]B1OB(C)OB(C)O1.[NH2:17][C:18]1[CH:23]=[CH:22][C:21]([S:24]([F:29])([F:28])([F:27])([F:26])[F:25])=[CH:20][C:19]=1Br. Product: [NH2:17][C:18]1[CH:23]=[CH:22][C:21]([S:24]([F:29])([F:28])([F:27])([F:26])[F:25])=[CH:20][C:19]=1[CH3:8]. The catalyst class is: 216. (3) Reactant: [Br:1][C:2]1[CH:6]=[CH:5][NH:4][N:3]=1.[H-].[Na+].CS(O[CH:14]1[CH2:19][CH2:18][N:17]([C:20]([O:22][C:23]([CH3:26])([CH3:25])[CH3:24])=[O:21])[CH2:16][CH2:15]1)(=O)=O.O. Product: [Br:1][C:2]1[N:3]([CH:14]2[CH2:19][CH2:18][N:17]([C:20]([O:22][C:23]([CH3:26])([CH3:25])[CH3:24])=[O:21])[CH2:16][CH2:15]2)[N:4]=[CH:5][CH:6]=1. The catalyst class is: 3. (4) Reactant: [CH3:1][C:2]([O:5][C:6]([NH:8][C:9]([N:18]1[CH2:23][CH2:22][N:21](C(OCC2C=CC=CC=2)=O)[CH2:20][CH2:19]1)=[N:10][C:11]([O:13][C:14]([CH3:17])([CH3:16])[CH3:15])=[O:12])=[O:7])([CH3:4])[CH3:3]. Product: [CH3:17][C:14]([O:13][C:11](=[O:12])[NH:10][C:9](=[N:8][C:6](=[O:7])[O:5][C:2]([CH3:4])([CH3:3])[CH3:1])[N:18]1[CH2:19][CH2:20][NH:21][CH2:22][CH2:23]1)([CH3:15])[CH3:16]. The catalyst class is: 29. (5) Reactant: Cl.[S:2]([N:12]1[C:16]2[N:17]=[CH:18][C:19]3[N:20]([C:21]([C@@H:24]4[CH2:28][CH2:27][C@H:26]([NH2:29])[CH2:25]4)=[N:22][N:23]=3)[C:15]=2[CH:14]=[CH:13]1)([C:5]1[CH:11]=[CH:10][C:8]([CH3:9])=[CH:7][CH:6]=1)(=[O:4])=[O:3].C(O)CC.Cl[C:35]1[N:36]=[CH:37][C:38]([C:41]#[N:42])=[N:39][CH:40]=1.CCN(C(C)C)C(C)C. Product: [S:2]([N:12]1[C:16]2[N:17]=[CH:18][C:19]3[N:20]([C:21]([C@@H:24]4[CH2:28][CH2:27][C@H:26]([NH:29][C:35]5[N:36]=[CH:37][C:38]([C:41]#[N:42])=[N:39][CH:40]=5)[CH2:25]4)=[N:22][N:23]=3)[C:15]=2[CH:14]=[CH:13]1)([C:5]1[CH:11]=[CH:10][C:8]([CH3:9])=[CH:7][CH:6]=1)(=[O:4])=[O:3]. The catalyst class is: 2. (6) Reactant: [CH2:1]([N:8]1[C:12]([CH3:13])=[C:11]([C:14]([OH:16])=O)[N:10]=[N:9]1)[C:2]1[CH:7]=[CH:6][CH:5]=[CH:4][CH:3]=1.[NH2:17][C:18]1[CH:19]=[N:20][CH:21]=[CH:22][CH:23]=1. Product: [N:20]1[CH:21]=[CH:22][CH:23]=[C:18]([NH:17][C:14]([C:11]2[N:10]=[N:9][N:8]([CH2:1][C:2]3[CH:3]=[CH:4][CH:5]=[CH:6][CH:7]=3)[C:12]=2[CH3:13])=[O:16])[CH:19]=1. The catalyst class is: 3. (7) Reactant: [OH:1][CH2:2][C:3]1[CH:4]=[CH:5][C:6]([NH:9][C:10](=[O:27])[CH:11]([NH:15][C:16](=[O:26])[CH2:17][C:18]2[CH:23]=[C:22]([F:24])[CH:21]=[C:20]([F:25])[CH:19]=2)[CH2:12][CH2:13][CH3:14])=[N:7][CH:8]=1.CC(OI1(OC(C)=O)(OC(C)=O)OC(=O)C2C=CC=CC1=2)=O. Product: [CH:2]([C:3]1[CH:4]=[CH:5][C:6]([NH:9][C:10](=[O:27])[CH:11]([NH:15][C:16](=[O:26])[CH2:17][C:18]2[CH:19]=[C:20]([F:25])[CH:21]=[C:22]([F:24])[CH:23]=2)[CH2:12][CH2:13][CH3:14])=[N:7][CH:8]=1)=[O:1]. The catalyst class is: 764. (8) Product: [CH2:1]([N:8]1[C:13]2[CH:14]=[C:15]([CH2:18][C:20]3[CH:25]=[C:24]([Br:26])[CH:23]=[CH:22][C:21]=3[CH:27]([CH3:29])[CH3:28])[CH:16]=[CH:17][C:12]=2[O:11][CH2:10][CH2:9]1)[C:2]1[CH:3]=[CH:4][CH:5]=[CH:6][CH:7]=1. The catalyst class is: 4. Reactant: [CH2:1]([N:8]1[C:13]2[CH:14]=[C:15]([CH:18]([C:20]3[CH:25]=[C:24]([Br:26])[CH:23]=[CH:22][C:21]=3[CH:27]([CH3:29])[CH3:28])O)[CH:16]=[CH:17][C:12]=2[O:11][CH2:10][CH2:9]1)[C:2]1[CH:7]=[CH:6][CH:5]=[CH:4][CH:3]=1.[SiH](CC)(CC)CC.B(F)(F)F.CCOCC.